Dataset: Forward reaction prediction with 1.9M reactions from USPTO patents (1976-2016). Task: Predict the product of the given reaction. (1) Given the reactants [CH2:1]([O:3][C:4]1[CH:5]=[C:6]2[C:9](=[CH:10][CH:11]=1)[CH:8]([C:12]#[N:13])[CH2:7]2)[CH3:2], predict the reaction product. The product is: [CH2:1]([O:3][C:4]1[CH:5]=[C:6]2[C:9](=[CH:10][CH:11]=1)[CH:8]([CH2:12][NH2:13])[CH2:7]2)[CH3:2]. (2) Given the reactants [ClH:1].[CH:2]([C:5]1[N:10]=[CH:9][C:8]([N:11]([CH2:24][C:25]2[CH:26]=[N:27][NH:28][CH:29]=2)[C:12]([CH:14]2[C:23]3[C:18](=[CH:19][CH:20]=[CH:21][CH:22]=3)[CH2:17][CH2:16][CH2:15]2)=[O:13])=[CH:7][CH:6]=1)([CH3:4])[CH3:3].[Cl:30][CH2:31][C:32]1[CH:37]=[CH:36][C:35]([O:38][CH3:39])=[CH:34][N:33]=1, predict the reaction product. The product is: [ClH:30].[ClH:1].[CH:2]([C:5]1[N:10]=[CH:9][C:8]([N:11]([CH2:24][C:25]2[CH:26]=[N:27][N:28]([CH2:31][C:32]3[CH:37]=[CH:36][C:35]([O:38][CH3:39])=[CH:34][N:33]=3)[CH:29]=2)[C:12]([CH:14]2[C:23]3[C:18](=[CH:19][CH:20]=[CH:21][CH:22]=3)[CH2:17][CH2:16][CH2:15]2)=[O:13])=[CH:7][CH:6]=1)([CH3:4])[CH3:3]. (3) Given the reactants Br[C:2]1[S:6][C:5]([CH:7]2[CH2:10][C:9]([F:12])([F:11])[CH2:8]2)=[N:4][C:3]=1[C@@H:13]1[CH2:18][CH2:17][CH2:16][CH2:15][C@H:14]1[C:19]([O:21][CH3:22])=[O:20].CC1(C)C(C)(C)OB([C:31]2[CH:36]=[CH:35][C:34]([N:37]3[CH2:42][CH2:41][S:40](=[O:44])(=[O:43])[CH2:39][CH2:38]3)=[CH:33][CH:32]=2)O1.C1C=C(S([O-])(=O)=O)C=C(P(C2C=CC=C(S([O-])(=O)=O)C=2)C2C=CC=C(S([O-])(=O)=O)C=2)C=1.[Na+].[Na+].[Na+].CN(C=O)C.O, predict the reaction product. The product is: [F:11][C:9]1([F:12])[CH2:10][CH:7]([C:5]2[S:6][C:2]([C:31]3[CH:32]=[CH:33][C:34]([N:37]4[CH2:42][CH2:41][S:40](=[O:44])(=[O:43])[CH2:39][CH2:38]4)=[CH:35][CH:36]=3)=[C:3]([C@@H:13]3[CH2:18][CH2:17][CH2:16][CH2:15][C@H:14]3[C:19]([O:21][CH3:22])=[O:20])[N:4]=2)[CH2:8]1. (4) Given the reactants [CH3:1][O:2][CH2:3][O:4][C@H:5]1[CH2:9][CH2:8][N:7]([CH2:10][C@@H:11]([N:18]([C:20]2[CH:29]=[CH:28][C:23]([C:24]([O:26]C)=[O:25])=[CH:22][CH:21]=2)[CH3:19])[C:12]2[CH:17]=[CH:16][CH:15]=[CH:14][CH:13]=2)[CH2:6]1.[OH-].[Na+], predict the reaction product. The product is: [CH3:1][O:2][CH2:3][O:4][C@H:5]1[CH2:9][CH2:8][N:7]([CH2:10][C@@H:11]([N:18]([C:20]2[CH:21]=[CH:22][C:23]([C:24]([OH:26])=[O:25])=[CH:28][CH:29]=2)[CH3:19])[C:12]2[CH:17]=[CH:16][CH:15]=[CH:14][CH:13]=2)[CH2:6]1. (5) Given the reactants [C:1](Br)([CH3:4])([CH3:3])[CH3:2].[OH:6][CH:7]([CH:13]1[CH2:18][CH2:17][CH2:16][CH2:15][C:14]1=[O:19])[C:8]([O:10][CH2:11][CH3:12])=[O:9], predict the reaction product. The product is: [C:1]([O:6][CH:7]([CH:13]1[CH2:18][CH2:17][CH2:16][CH2:15][C:14]1=[O:19])[C:8]([O:10][CH2:11][CH3:12])=[O:9])([CH3:4])([CH3:3])[CH3:2]. (6) Given the reactants Cl[C:2]1[CH:7]=[CH:6][C:5]([F:8])=[CH:4][C:3]=1[N+:9]([O-:11])=[O:10].[F:12][C:13]1[CH:18]=[CH:17][C:16](B(O)O)=[CH:15][CH:14]=1.C(=O)([O-])[O-].[Na+].[Na+].[OH-].[Na+], predict the reaction product. The product is: [F:8][C:5]1[CH:6]=[CH:7][C:2]([C:16]2[CH:17]=[CH:18][C:13]([F:12])=[CH:14][CH:15]=2)=[C:3]([N+:9]([O-:11])=[O:10])[CH:4]=1. (7) Given the reactants [CH3:1][O:2][C:3]1[CH:8]=[C:7]([CH2:9]O)[CH:6]=[CH:5][N:4]=1.C1(P(C2C=CC=CC=2)C2C=CC=CC=2)C=CC=CC=1.C(Br)(Br)(Br)[Br:31], predict the reaction product. The product is: [Br:31][CH2:9][C:7]1[CH:6]=[CH:5][N:4]=[C:3]([O:2][CH3:1])[CH:8]=1.